This data is from Peptide-MHC class I binding affinity with 185,985 pairs from IEDB/IMGT. The task is: Regression. Given a peptide amino acid sequence and an MHC pseudo amino acid sequence, predict their binding affinity value. This is MHC class I binding data. (1) The peptide sequence is LGENMAPEK. The MHC is HLA-A11:01 with pseudo-sequence HLA-A11:01. The binding affinity (normalized) is 0.369. (2) The peptide sequence is DIKLDAVLDR. The MHC is HLA-A68:01 with pseudo-sequence HLA-A68:01. The binding affinity (normalized) is 0.431. (3) The peptide sequence is TLYCVHQEI. The MHC is HLA-A31:01 with pseudo-sequence HLA-A31:01. The binding affinity (normalized) is 0.0847. (4) The peptide sequence is IIDLLLPST. The MHC is HLA-A02:03 with pseudo-sequence HLA-A02:03. The binding affinity (normalized) is 0.146.